From a dataset of Catalyst prediction with 721,799 reactions and 888 catalyst types from USPTO. Predict which catalyst facilitates the given reaction. (1) Reactant: [Cl:1][C:2]1[N:3]=[N:4][C:5](I)=[CH:6][CH:7]=1.[CH2:9]([OH:12])[C:10]#[CH:11].C(NC(C)C)(C)C.C(OCC)(=O)C. Product: [Cl:1][C:2]1[N:3]=[N:4][C:5]([C:11]#[C:10][CH2:9][OH:12])=[CH:6][CH:7]=1. The catalyst class is: 540. (2) Reactant: [CH2:1]([C:7]1([CH2:25][CH2:26][CH2:27][CH2:28][CH2:29][CH3:30])[C:19]2[CH:18]=[C:17]3[C:20](=[O:24])[CH:21]([CH3:23])[CH2:22][C:16]3=[CH:15][C:14]=2[C:13]2[C:8]1=[CH:9][CH:10]=[CH:11][CH:12]=2)[CH2:2][CH2:3][CH2:4][CH2:5][CH3:6].[BH4-].[Na+]. Product: [CH2:25]([C:7]1([CH2:1][CH2:2][CH2:3][CH2:4][CH2:5][CH3:6])[C:19]2[CH:18]=[C:17]3[CH:20]([OH:24])[CH:21]([CH3:23])[CH2:22][C:16]3=[CH:15][C:14]=2[C:13]2[C:8]1=[CH:9][CH:10]=[CH:11][CH:12]=2)[CH2:26][CH2:27][CH2:28][CH2:29][CH3:30]. The catalyst class is: 219.